Predict the reaction yield, written as a fraction of the theoretical maximum amount of product (1.0 means a 100% yield; for example, 0.34 means a 34% yield). From a dataset of Reaction yield outcomes from USPTO patents with 853,638 reactions. (1) The reactants are [CH2:1]([CH:8]([C:14]([NH:16][C@H:17]([C:28]1[S:29][CH:30]=[C:31]([CH2:33][CH3:34])[N:32]=1)[CH2:18][C:19]1[CH:24]=[CH:23][C:22]([N+:25]([O-:27])=[O:26])=[CH:21][CH:20]=1)=[O:15])[C:9]([O:11]CC)=O)[C:2]1[CH:7]=[CH:6][CH:5]=[CH:4][CH:3]=1.C(=O)([O-])[O-].[K+].[K+].[C:41](=[N:44]O)([NH2:43])[CH3:42]. The catalyst is C1(C)C=CC=CC=1. The product is [CH2:33]([C:31]1[N:32]=[C:28]([C@@H:17]([NH:16][C:14](=[O:15])[CH:8]([C:9]2[O:11][N:44]=[C:41]([CH3:42])[N:43]=2)[CH2:1][C:2]2[CH:3]=[CH:4][CH:5]=[CH:6][CH:7]=2)[CH2:18][C:19]2[CH:20]=[CH:21][C:22]([N+:25]([O-:27])=[O:26])=[CH:23][CH:24]=2)[S:29][CH:30]=1)[CH3:34]. The yield is 0.940. (2) The reactants are [N:1]([CH2:4][CH2:5][NH:6][C:7](=[O:21])[CH2:8][CH2:9][CH2:10][CH2:11][CH2:12][CH2:13][CH2:14][CH2:15][CH2:16]CCCC)=[N+:2]=[N-:3].C1(/C=C/CC(Cl)=O)C=CC=CC=1.N(CCN)=[N+]=[N-].C(N(CC)CC)C. The catalyst is ClCCl. The product is [N:1]([CH2:4][CH2:5][NH:6][C:7](=[O:21])[CH2:8]/[CH:9]=[CH:10]/[C:11]1[CH:12]=[CH:13][CH:14]=[CH:15][CH:16]=1)=[N+:2]=[N-:3]. The yield is 0.550. (3) The reactants are [C:1]([C:4]1[N:5]=[C:6]([N:9]2[CH2:12][CH:11]([OH:13])[CH2:10]2)[O:7][CH:8]=1)(=[O:3])[NH2:2].[CH3:14][S:15](Cl)(=[O:17])=[O:16].C(N(CC)CC)C.CO. The catalyst is C(Cl)Cl.N1C=CC=CC=1. The product is [C:1]([C:4]1[N:5]=[C:6]([N:9]2[CH2:12][CH:11]([O:13][S:15]([CH3:14])(=[O:17])=[O:16])[CH2:10]2)[O:7][CH:8]=1)(=[O:3])[NH2:2]. The yield is 0.780. (4) The reactants are [CH3:1][C:2]1[C:3]([C:13]([NH:15][C:16]2[CH:21]=[CH:20][C:19]([C@@H:22]3[O:27][CH2:26][CH2:25][N:24](C(OC(C)(C)C)=O)[CH2:23]3)=[CH:18][CH:17]=2)=[O:14])=[N:4][N:5]([C:7]2[CH:12]=[CH:11][CH:10]=[CH:9][CH:8]=2)[N:6]=1.[ClH:35]. The catalyst is O1CCOCC1. The product is [ClH:35].[CH3:1][C:2]1[C:3]([C:13]([NH:15][C:16]2[CH:21]=[CH:20][C:19]([C@@H:22]3[O:27][CH2:26][CH2:25][NH:24][CH2:23]3)=[CH:18][CH:17]=2)=[O:14])=[N:4][N:5]([C:7]2[CH:8]=[CH:9][CH:10]=[CH:11][CH:12]=2)[N:6]=1. The yield is 0.900. (5) The reactants are C(OC([N:8]1[CH2:13][CH2:12][CH:11]([N:14]([C:19]2[CH:24]=[CH:23][CH:22]=[CH:21][CH:20]=2)[C:15]([NH:17][CH3:18])=[O:16])[CH2:10][CH2:9]1)=O)(C)(C)C.FC(F)(F)C(O)=O. The catalyst is ClCCl. The product is [CH3:18][NH:17][C:15](=[O:16])[N:14]([C:19]1[CH:24]=[CH:23][CH:22]=[CH:21][CH:20]=1)[CH:11]1[CH2:12][CH2:13][NH:8][CH2:9][CH2:10]1. The yield is 0.950. (6) The reactants are [H-].[Na+].[CH3:3][NH:4][C:5]1[N:9]([CH3:10])[C:8]([C:11]2[CH:16]=[CH:15][N:14]=[CH:13][CH:12]=2)=[N:7][N:6]=1.Cl[CH2:18][C:19]1[N:23]=[C:22]([C:24]2[CH:29]=[CH:28][CH:27]=[C:26]([Cl:30])[CH:25]=2)[O:21][N:20]=1. The catalyst is CN(C=O)C. The product is [Cl:30][C:26]1[CH:25]=[C:24]([C:22]2[O:21][N:20]=[C:19]([CH2:18][N:4]([CH3:3])[C:5]3[N:9]([CH3:10])[C:8]([C:11]4[CH:16]=[CH:15][N:14]=[CH:13][CH:12]=4)=[N:7][N:6]=3)[N:23]=2)[CH:29]=[CH:28][CH:27]=1. The yield is 0.540. (7) The reactants are [CH:1]1([NH:6][C:7]2[CH:12]=[CH:11][N:10]3[N:13]=[C:14]([C:19]4[CH:24]=[CH:23][C:22]([O:25][CH3:26])=[CH:21][CH:20]=4)[C:15]([C:16](=[O:18])[CH3:17])=[C:9]3[CH:8]=2)[CH2:5][CH2:4][CH2:3][CH2:2]1.O.CO[CH:30](OC)[N:31]([CH3:33])[CH3:32]. No catalyst specified. The product is [CH:1]1([NH:6][C:7]2[CH:12]=[CH:11][N:10]3[N:13]=[C:14]([C:19]4[CH:20]=[CH:21][C:22]([O:25][CH3:26])=[CH:23][CH:24]=4)[C:15]([C:16](=[O:18])[CH:17]=[CH:30][N:31]([CH3:33])[CH3:32])=[C:9]3[CH:8]=2)[CH2:5][CH2:4][CH2:3][CH2:2]1. The yield is 0.800. (8) The reactants are [Cl:1][C:2]1[C:11]([C:12]2([C:15]#[N:16])[CH2:14][CH2:13]2)=[CH:10][CH:9]=[CH:8][C:3]=1[C:4]([O:6]C)=[O:5].CO.O.O.[OH-].[Li+]. The catalyst is O1CCCC1. The product is [Cl:1][C:2]1[C:11]([C:12]2([C:15]#[N:16])[CH2:14][CH2:13]2)=[CH:10][CH:9]=[CH:8][C:3]=1[C:4]([OH:6])=[O:5]. The yield is 0.900. (9) The reactants are [CH2:1]([N:3](CC)CC)[CH3:2].C(N)C.Cl[C:12]1[N:20]2[CH:21]([C:24]3[CH:25]=[N:26][CH:27]=[CH:28][CH:29]=3)[CH2:22][O:23][C:18]3=[C:19]2[C:14](=[C:15]([F:37])[CH:16]=[C:17]3[C:30]2[C:31]([CH3:36])=[N:32][O:33][C:34]=2[CH3:35])[N:13]=1. The catalyst is CN1CCCC1=O.CO. The product is [CH3:36][C:31]1[C:30]([C:17]2[C:18]3[O:23][CH2:22][CH:21]([C:24]4[CH:25]=[N:26][CH:27]=[CH:28][CH:29]=4)[N:20]4[C:12]([NH:3][CH2:1][CH3:2])=[N:13][C:14]([C:19]=34)=[C:15]([F:37])[CH:16]=2)=[C:34]([CH3:35])[O:33][N:32]=1. The yield is 0.190. (10) The reactants are C([O:3][C:4](=[O:23])[CH2:5][NH:6][C:7]([C:9]1[C:14]([OH:15])=[CH:13][C:12]([C:16]2[CH:21]=[CH:20][CH:19]=[C:18]([F:22])[CH:17]=2)=[CH:11][N:10]=1)=[O:8])C.[OH-].[Na+].Cl. The catalyst is C1COCC1. The product is [F:22][C:18]1[CH:17]=[C:16]([C:12]2[CH:13]=[C:14]([OH:15])[C:9]([C:7]([NH:6][CH2:5][C:4]([OH:23])=[O:3])=[O:8])=[N:10][CH:11]=2)[CH:21]=[CH:20][CH:19]=1. The yield is 0.558.